From a dataset of Full USPTO retrosynthesis dataset with 1.9M reactions from patents (1976-2016). Predict the reactants needed to synthesize the given product. (1) Given the product [C:1]([C@H:5]1[CH2:10][CH2:9][C@H:8]([O:11][C:12]2[CH:21]=[CH:20][CH:19]=[C:18]3[C:13]=2[CH:14]=[CH:15][C:16]([CH2:22][N:32]2[CH:29]4[CH2:30][CH2:31][CH:25]2[CH2:26][CH:27]([C:33]([O:35][CH3:36])=[O:34])[CH2:28]4)=[CH:17]3)[CH2:7][CH2:6]1)([CH3:4])([CH3:3])[CH3:2], predict the reactants needed to synthesize it. The reactants are: [C:1]([C@H:5]1[CH2:10][CH2:9][C@H:8]([O:11][C:12]2[CH:21]=[CH:20][CH:19]=[C:18]3[C:13]=2[CH:14]=[CH:15][C:16]([CH:22]=O)=[CH:17]3)[CH2:7][CH2:6]1)([CH3:4])([CH3:3])[CH3:2].Cl.[CH:25]12[NH:32][CH:29]([CH2:30][CH2:31]1)[CH2:28][CH:27]([C:33]([O:35][CH3:36])=[O:34])[CH2:26]2.[O-]S([O-])(=O)=O.[Na+].[Na+].[BH-](OC(C)=O)(OC(C)=O)OC(C)=O.[Na+]. (2) Given the product [NH3:1].[C:14]([OH:9])(=[O:15])/[CH:13]=[CH:12]/[C:11]([OH:10])=[O:55].[CH:12]1[C:13]2[C:17]3[CH:18]=[CH:19][CH:20]=[CH:21][C:16]=3[O:15][C:14]=2[CH:22]=[CH:23][C:11]=1[O:9][CH:3]1[CH:4]2[CH2:7][CH2:8][N:1]([CH2:6][CH2:5]2)[CH2:2]1, predict the reactants needed to synthesize it. The reactants are: [N:1]12[CH2:8][CH2:7][CH:4]([CH2:5][CH2:6]1)[CH:3]([OH:9])[CH2:2]2.[OH:10][C:11]1[CH:23]=[CH:22][C:14]2[O:15][C:16]3[CH:21]=[CH:20][CH:19]=[CH:18][C:17]=3[C:13]=2[CH:12]=1.C1(P(C2C=CC=CC=2)C2C=CC=CC=2)C=CC=CC=1.CCOC(/N=N/C(OCC)=O)=O.[OH-:55].[Na+]. (3) Given the product [F:1][C:2]([F:16])([F:17])[C:3]1[CH:4]=[CH:5][C:6]([CH2:9][CH2:10][CH2:11][CH2:12][CH2:13][CH2:14][OH:15])=[CH:7][CH:8]=1, predict the reactants needed to synthesize it. The reactants are: [F:1][C:2]([F:17])([F:16])[C:3]1[CH:8]=[CH:7][C:6]([C:9]#[C:10][CH2:11][CH2:12][CH2:13][CH2:14][OH:15])=[CH:5][CH:4]=1.C(OC1C=CC(C(=O)C)=CC=1C(F)(F)F)CCCCCCC.